From a dataset of Reaction yield outcomes from USPTO patents with 853,638 reactions. Predict the reaction yield, written as a fraction of the theoretical maximum amount of product (1.0 means a 100% yield; for example, 0.34 means a 34% yield). The reactants are I[C:2]1[CH:7]=[CH:6][C:5]([N:8]([CH3:14])[CH2:9][CH2:10][N:11]([CH3:13])[CH3:12])=[CH:4][CH:3]=1.[B:15]1([B:15]2[O:19][C:18]([CH3:21])([CH3:20])[C:17]([CH3:23])([CH3:22])[O:16]2)[O:19][C:18]([CH3:21])([CH3:20])[C:17]([CH3:23])([CH3:22])[O:16]1.CC([O-])=O.[K+]. The catalyst is CS(C)=O. The product is [CH3:12][N:11]([CH3:13])[CH2:10][CH2:9][N:8]([CH3:14])[C:5]1[CH:6]=[CH:7][C:2]([B:15]2[O:19][C:18]([CH3:21])([CH3:20])[C:17]([CH3:23])([CH3:22])[O:16]2)=[CH:3][CH:4]=1. The yield is 0.340.